From a dataset of Retrosynthesis with 50K atom-mapped reactions and 10 reaction types from USPTO. Predict the reactants needed to synthesize the given product. (1) Given the product COC(C)(c1ccc2cc(C(=O)O)ccc2c1)C(F)(F)F, predict the reactants needed to synthesize it. The reactants are: COC(=O)c1ccc2cc(C(C)(O)C(F)(F)F)ccc2c1. (2) The reactants are: C=C(C)c1cccc(C=O)c1.NNc1cc(N2CCOCC2)c2nc(-c3ccncc3)cn2n1. Given the product C=C(C)c1cccc(C=NNc2cc(N3CCOCC3)c3nc(-c4ccncc4)cn3n2)c1, predict the reactants needed to synthesize it.